Dataset: Forward reaction prediction with 1.9M reactions from USPTO patents (1976-2016). Task: Predict the product of the given reaction. (1) Given the reactants [CH3:1][C:2]1[CH:3]=[C:4]([C:9]2[N:13]([CH3:14])[N:12]=[C:11]([C:15](=[N:17][NH:18][C:19]([C:21]3[CH:30]=[CH:29][C:24]([C:25]([O:27]C)=[O:26])=[CH:23][CH:22]=3)=[O:20])[CH3:16])[C:10]=2[OH:31])[CH:5]=[CH:6][C:7]=1[CH3:8].CO.[OH-].[Na+].Cl, predict the reaction product. The product is: [CH3:1][C:2]1[CH:3]=[C:4]([C:9]2[N:13]([CH3:14])[N:12]=[C:11]([C:15](=[N:17][NH:18][C:19]([C:21]3[CH:22]=[CH:23][C:24]([C:25]([OH:27])=[O:26])=[CH:29][CH:30]=3)=[O:20])[CH3:16])[C:10]=2[OH:31])[CH:5]=[CH:6][C:7]=1[CH3:8]. (2) Given the reactants [CH:1]([N:4]1[CH2:8][CH:7]([C:9]2[CH:14]=[CH:13][CH:12]=[CH:11][CH:10]=2)[C:6]2([CH2:19][CH2:18][CH2:17][NH:16][CH2:15]2)[C:5]1=[O:20])([CH3:3])[CH3:2].[C:21]([O:25][C:26]([NH:28][C:29]([CH3:48])([CH3:47])[C:30]([NH:32][C@H:33]([CH2:37][C:38]1[C:46]2[C:41](=[CH:42][CH:43]=[CH:44][CH:45]=2)[NH:40][CH:39]=1)[C:34](O)=[O:35])=[O:31])=[O:27])([CH3:24])([CH3:23])[CH3:22].CCN(C(C)C)C(C)C.C(P1(=O)OP(CCC)(=O)OP(CCC)(=O)O1)CC, predict the reaction product. The product is: [NH:40]1[C:41]2[C:46](=[CH:45][CH:44]=[CH:43][CH:42]=2)[C:38]([CH2:37][C@@H:33]([NH:32][C:30](=[O:31])[C:29]([NH:28][C:26](=[O:27])[O:25][C:21]([CH3:24])([CH3:23])[CH3:22])([CH3:48])[CH3:47])[C:34]([N:16]2[CH2:17][CH2:18][CH2:19][C:6]3([C:5](=[O:20])[N:4]([CH:1]([CH3:3])[CH3:2])[CH2:8][CH:7]3[C:9]3[CH:14]=[CH:13][CH:12]=[CH:11][CH:10]=3)[CH2:15]2)=[O:35])=[CH:39]1. (3) Given the reactants [C:1]([N:4]1[CH2:10][C:9]2[CH:11]=[CH:12][C:13]([C:15](OC)=[O:16])=[CH:14][C:8]=2[O:7][C@H:6]([CH3:19])[CH2:5]1)(=[O:3])[CH3:2].[OH-:20].[Na+].[NH2:22]O, predict the reaction product. The product is: [C:1]([N:4]1[CH2:10][C:9]2[CH:11]=[CH:12][C:13]([C:15]([NH:22][OH:20])=[O:16])=[CH:14][C:8]=2[O:7][C@H:6]([CH3:19])[CH2:5]1)(=[O:3])[CH3:2]. (4) Given the reactants [CH2:1]([O:8][C:9]1[CH:14]=[C:13]([O:15][CH2:16][C:17]2[CH:22]=[CH:21][CH:20]=[CH:19][CH:18]=2)[C:12]([CH:23]([CH3:25])[CH3:24])=[CH:11][C:10]=1[C:26]1[O:30][N:29]=[C:28]([C:31]([NH:33][CH2:34][CH3:35])=[O:32])[C:27]=1[C:36]1[N:40]=[C:39](C(Cl)(Cl)Cl)[O:38][N:37]=1)[C:2]1[CH:7]=[CH:6][CH:5]=[CH:4][CH:3]=1.[CH2:45]([NH:47][CH2:48][CH3:49])[CH3:46], predict the reaction product. The product is: [CH2:1]([O:8][C:9]1[CH:14]=[C:13]([O:15][CH2:16][C:17]2[CH:22]=[CH:21][CH:20]=[CH:19][CH:18]=2)[C:12]([CH:23]([CH3:24])[CH3:25])=[CH:11][C:10]=1[C:26]1[O:30][N:29]=[C:28]([C:31]([NH:33][CH2:34][CH3:35])=[O:32])[C:27]=1[C:36]1[N:40]=[C:39]([N:47]([CH2:48][CH3:49])[CH2:45][CH3:46])[O:38][N:37]=1)[C:2]1[CH:3]=[CH:4][CH:5]=[CH:6][CH:7]=1. (5) Given the reactants [NH2:1][C:2]1[S:3][C:4]([C:10]2[CH:15]=[CH:14][C:13]([F:16])=[CH:12][C:11]=2[F:17])=[CH:5][C:6]=1[C:7]([NH2:9])=[O:8].Br[C:19]1[N:24]=[C:23]([CH2:25][OH:26])[CH:22]=[CH:21][CH:20]=1.C1(P(C2CCCCC2)C2C=CC=CC=2C2C(C(C)C)=CC(C(C)C)=CC=2C(C)C)CCCCC1.C(=O)([O-])[O-].[K+].[K+], predict the reaction product. The product is: [F:17][C:11]1[CH:12]=[C:13]([F:16])[CH:14]=[CH:15][C:10]=1[C:4]1[S:3][C:2]([NH:1][C:19]2[CH:20]=[CH:21][CH:22]=[C:23]([CH2:25][OH:26])[N:24]=2)=[C:6]([C:7]([NH2:9])=[O:8])[CH:5]=1. (6) Given the reactants ClCCl.Cl[C:5]1[O:6][CH:7]=[C:8]([C:10]([N:12]2[CH2:17][CH2:16][N:15]([C:18]([O:20][C:21]([CH3:24])([CH3:23])[CH3:22])=[O:19])[CH2:14][CH:13]2[CH2:25][O:26][C:27]2[CH:28]=[N:29][CH:30]=[CH:31][CH:32]=2)=[O:11])[N:9]=1.[C:33]1(B(O)O)[CH:38]=[CH:37][CH:36]=[CH:35][CH:34]=1.C(=O)([O-])[O-].[Na+].[Na+], predict the reaction product. The product is: [C:33]1([C:5]2[O:6][CH:7]=[C:8]([C:10]([N:12]3[CH2:17][CH2:16][N:15]([C:18]([O:20][C:21]([CH3:24])([CH3:23])[CH3:22])=[O:19])[CH2:14][CH:13]3[CH2:25][O:26][C:27]3[CH:28]=[N:29][CH:30]=[CH:31][CH:32]=3)=[O:11])[N:9]=2)[CH:38]=[CH:37][CH:36]=[CH:35][CH:34]=1.